Task: Predict which catalyst facilitates the given reaction.. Dataset: Catalyst prediction with 721,799 reactions and 888 catalyst types from USPTO (1) Reactant: O=P12OP3(OP(OP(O3)(O1)=O)(=O)O2)=O.OS(O)(=O)=O.[F:20][C:21]1[CH:22]=[C:23]([C:28]2([C:34]([CH:36]([C:42]([O:44][CH2:45][CH3:46])=[O:43])[C:37](OCC)=[O:38])=[O:35])[CH2:33][CH2:32][O:31][CH2:30][CH2:29]2)[CH:24]=[CH:25][C:26]=1[F:27]. Product: [F:27][C:26]1[CH:25]=[C:24]2[C:23](=[CH:22][C:21]=1[F:20])[C:28]1([CH2:33][CH2:32][O:31][CH2:30][CH2:29]1)[C:34](=[O:35])[C:36]([C:42]([O:44][CH2:45][CH3:46])=[O:43])=[C:37]2[OH:38]. The catalyst class is: 25. (2) Reactant: [CH3:1][C:2]1[C:10]([N+:11]([O-:13])=[O:12])=[CH:9][CH:8]=[CH:7][C:3]=1[C:4]([OH:6])=[O:5].S(=O)(=O)(O)O.[Br:19]N1C(C)(C)C(=O)N(Br)C1=O. Product: [Br:19][C:8]1[CH:9]=[C:10]([N+:11]([O-:13])=[O:12])[C:2]([CH3:1])=[C:3]([CH:7]=1)[C:4]([OH:6])=[O:5]. The catalyst class is: 7. (3) Reactant: Cl[C:2]1[N:7]=[C:6]([NH:8][CH2:9][CH2:10][O:11][CH2:12][CH2:13][O:14][Si:15]([CH3:21])([CH3:20])[C:16]([CH3:19])([CH3:18])[CH3:17])[C:5]([C:22]([O:24][CH3:25])=[O:23])=[CH:4][N:3]=1.[NH2:26][CH2:27][CH2:28][CH2:29][CH2:30][CH2:31][OH:32].CCN(C(C)C)C(C)C. Product: [OH:32][CH2:31][CH2:30][CH2:29][CH2:28][CH2:27][NH:26][C:2]1[N:7]=[C:6]([NH:8][CH2:9][CH2:10][O:11][CH2:12][CH2:13][O:14][Si:15]([CH3:21])([CH3:20])[C:16]([CH3:19])([CH3:18])[CH3:17])[C:5]([C:22]([O:24][CH3:25])=[O:23])=[CH:4][N:3]=1. The catalyst class is: 41. (4) Reactant: [N:1]([C:4]1[C:9]([F:10])=[C:8]([Cl:11])[CH:7]=[CH:6][C:5]=1[F:12])=[N+:2]=[N-:3].Cl[C:14]1C(F)=C(C(F)=C[CH:20]=1)N.N([O-])=O.[Na+].[N-]=[N+]=[N-].[Na+].[C:31]([OH:37])([C:33](F)(F)F)=[O:32]. Product: [Cl:11][C:8]1[C:9]([F:10])=[C:4]([N:1]2[C:14]([CH3:20])=[C:33]([C:31]([OH:37])=[O:32])[N:3]=[N:2]2)[C:5]([F:12])=[CH:6][CH:7]=1. The catalyst class is: 6. (5) Reactant: Cl[C:2]1[N:10]=[C:9](Cl)[CH:8]=[CH:7][C:3]=1[C:4]([NH2:6])=[O:5].[O:12]1[CH2:17][CH2:16][N:15]([CH2:18][CH2:19][NH2:20])[CH2:14][CH2:13]1.[NH:21]1[CH2:26][CH2:25]C[C@@H:23]([NH:27][C:28](=[O:34])OC(C)(C)C)[CH2:22]1.[C:35](O)(=O)[CH:36]=C. Product: [C:28]([NH:27][C@H:23]1[CH2:25][CH2:26][N:21]([C:9]2[CH:8]=[CH:7][C:3]([C:4]([NH2:6])=[O:5])=[C:2]([NH:20][CH2:19][CH2:18][N:15]3[CH2:16][CH2:17][O:12][CH2:13][CH2:14]3)[N:10]=2)[CH2:22]1)(=[O:34])[CH:35]=[CH2:36]. The catalyst class is: 16. (6) Reactant: [CH3:1][O:2][C:3]([C:5]1[CH:6]=[CH:7][C:8](Br)=[C:9]2[C:14]=1[N:13]=[CH:12][CH:11]=[CH:10]2)=[O:4].[NH2:16][C@@H:17]([C:33]1[CH:38]=[CH:37][CH:36]=[C:35]([F:39])[CH:34]=1)[CH2:18][N:19]([CH3:32])[S:20]([C:23]1[CH:28]=[CH:27][C:26]([N+:29]([O-:31])=[O:30])=[CH:25][CH:24]=1)(=[O:22])=[O:21].P([O-])([O-])([O-])=O.[K+].[K+].[K+].C1(P(C2CCCCC2)C2C=CC=CC=2C2C(C(C)C)=CC(C(C)C)=CC=2C(C)C)CCCCC1. Product: [CH3:1][O:2][C:3]([C:5]1[CH:6]=[CH:7][C:8]([NH:16][C@@H:17]([C:33]2[CH:38]=[CH:37][CH:36]=[C:35]([F:39])[CH:34]=2)[CH2:18][N:19]([CH3:32])[S:20]([C:23]2[CH:28]=[CH:27][C:26]([N+:29]([O-:31])=[O:30])=[CH:25][CH:24]=2)(=[O:21])=[O:22])=[C:9]2[C:14]=1[N:13]=[CH:12][CH:11]=[CH:10]2)=[O:4]. The catalyst class is: 487.